Dataset: Reaction yield outcomes from USPTO patents with 853,638 reactions. Task: Predict the reaction yield, written as a fraction of the theoretical maximum amount of product (1.0 means a 100% yield; for example, 0.34 means a 34% yield). (1) The reactants are C([O:6][C:7]([C:11]1[C:12]([C:24]2[CH:29]=[CH:28][C:27]([F:30])=[CH:26][CH:25]=2)=[N:13][N:14]2[CH:19]=[C:18]([C:20]([F:23])([F:22])[F:21])[CH:17]=[CH:16][C:15]=12)=[C:8]([CH3:10])[CH3:9])(=O)C(C)C.FC1C=CC(C2C=C3C=CC(C(F)(F)F)=CN3N=2)=CC=1.O.[OH-].[Na+]. The catalyst is C(OC(=O)C(C)C)(=O)C(C)C.OS(O)(=O)=O. The product is [F:30][C:27]1[CH:26]=[CH:25][C:24]([C:12]2[C:11]([C:7](=[O:6])[CH:8]([CH3:9])[CH3:10])=[C:15]3[CH:16]=[CH:17][C:18]([C:20]([F:23])([F:22])[F:21])=[CH:19][N:14]3[N:13]=2)=[CH:29][CH:28]=1. The yield is 0.680. (2) The reactants are [CH3:1][O:2][C:3](=[O:29])[CH2:4][NH:5][CH2:6][C:7]1[CH:12]=[CH:11][C:10]([O:13][CH2:14][CH2:15][C:16]2[N:17]=[C:18]([C:22]3[CH:27]=[CH:26][C:25]([CH3:28])=[CH:24][CH:23]=3)[O:19][C:20]=2[CH3:21])=[CH:9][CH:8]=1.[CH2:30]([N:32]([S:40](Cl)(=[O:42])=[O:41])[C:33]1[CH:34]=[C:35]([CH3:39])[CH:36]=[CH:37][CH:38]=1)[CH3:31].C(N(CC)CC)C. No catalyst specified. The product is [CH3:1][O:2][C:3](=[O:29])[CH2:4][N:5]([S:40]([N:32]([CH2:30][CH3:31])[C:33]1[CH:34]=[C:35]([CH3:39])[CH:36]=[CH:37][CH:38]=1)(=[O:41])=[O:42])[CH2:6][C:7]1[CH:8]=[CH:9][C:10]([O:13][CH2:14][CH2:15][C:16]2[N:17]=[C:18]([C:22]3[CH:27]=[CH:26][C:25]([CH3:28])=[CH:24][CH:23]=3)[O:19][C:20]=2[CH3:21])=[CH:11][CH:12]=1. The yield is 0.440. (3) The reactants are [CH2:1]([O:8][C@H:9]1[CH2:13][NH:12][C@H:11]([CH:14]([CH3:16])[CH3:15])[CH2:10]1)[C:2]1[CH:7]=[CH:6][CH:5]=[CH:4][CH:3]=1.[F:17][C:18]([F:33])([F:32])[C:19]1[CH:20]=[C:21]([CH:29]=[CH:30][CH:31]=1)[C:22]([NH:24][CH2:25][C:26](O)=[O:27])=[O:23].C(Cl)CCl. The catalyst is ClCCl. The product is [CH2:1]([O:8][C@H:9]1[CH2:13][N:12]([C:26](=[O:27])[CH2:25][NH:24][C:22](=[O:23])[C:21]2[CH:29]=[CH:30][CH:31]=[C:19]([C:18]([F:17])([F:33])[F:32])[CH:20]=2)[C@H:11]([CH:14]([CH3:16])[CH3:15])[CH2:10]1)[C:2]1[CH:3]=[CH:4][CH:5]=[CH:6][CH:7]=1. The yield is 0.790. (4) The reactants are [Cl:1][C:2]1[CH:7]=[CH:6][N:5]=[C:4]2[CH:8]=[C:9]([Sn](C)(C)C)[S:10][C:3]=12.Br[C:16]1[N:21]=[C:20]([CH:22]=[O:23])[CH:19]=[CH:18][CH:17]=1. The catalyst is [Pd].C1(P(C2C=CC=CC=2)C2C=CC=CC=2)C=CC=CC=1. The product is [Cl:1][C:2]1[CH:7]=[CH:6][N:5]=[C:4]2[CH:8]=[C:9]([C:16]3[N:21]=[C:20]([CH:22]=[O:23])[CH:19]=[CH:18][CH:17]=3)[S:10][C:3]=12. The yield is 0.270. (5) The reactants are [CH3:1][O:2][C:3]1[CH:4]=[C:5]([N:12]2[CH2:17][CH2:16][CH:15]([N:18]3[CH2:23][CH2:22][CH2:21][CH2:20][CH2:19]3)[CH2:14][CH2:13]2)[CH:6]=[CH:7][C:8]=1[N+:9]([O-])=O.[BH4-].[Na+]. The yield is 0.890. The product is [N:18]1([CH:15]2[CH2:16][CH2:17][N:12]([C:5]3[CH:6]=[CH:7][C:8]([NH2:9])=[C:3]([O:2][CH3:1])[CH:4]=3)[CH2:13][CH2:14]2)[CH2:23][CH2:22][CH2:21][CH2:20][CH2:19]1. The catalyst is CO.C1COCC1.O.O.O.O.O.O.[Ni](Cl)Cl. (6) The reactants are [CH2:1]([N:8]1[C:13](=[O:14])[C:12](Br)=[CH:11][N:10]=[CH:9]1)[C:2]1[CH:7]=[CH:6][CH:5]=[CH:4][CH:3]=1.[CH2:16]([O:23][C:24]1[CH:29]=[CH:28][C:27](B(O)O)=[CH:26][C:25]=1[F:33])[C:17]1[CH:22]=[CH:21][CH:20]=[CH:19][CH:18]=1.[Cl-].[Li+].O. The catalyst is O1CCOCC1.C(=O)([O-])[O-].[Na+].[Na+].C1C=CC([P]([Pd]([P](C2C=CC=CC=2)(C2C=CC=CC=2)C2C=CC=CC=2)([P](C2C=CC=CC=2)(C2C=CC=CC=2)C2C=CC=CC=2)[P](C2C=CC=CC=2)(C2C=CC=CC=2)C2C=CC=CC=2)(C2C=CC=CC=2)C2C=CC=CC=2)=CC=1. The product is [CH2:1]([N:8]1[C:13](=[O:14])[C:12]([C:27]2[CH:28]=[CH:29][C:24]([O:23][CH2:16][C:17]3[CH:18]=[CH:19][CH:20]=[CH:21][CH:22]=3)=[C:25]([F:33])[CH:26]=2)=[CH:11][N:10]=[CH:9]1)[C:2]1[CH:7]=[CH:6][CH:5]=[CH:4][CH:3]=1. The yield is 0.320.